From a dataset of CYP3A4 inhibition data for predicting drug metabolism from PubChem BioAssay. Regression/Classification. Given a drug SMILES string, predict its absorption, distribution, metabolism, or excretion properties. Task type varies by dataset: regression for continuous measurements (e.g., permeability, clearance, half-life) or binary classification for categorical outcomes (e.g., BBB penetration, CYP inhibition). Dataset: cyp3a4_veith. (1) The compound is N=C1/C(=C\c2ccc(SCc3ccco3)o2)C(=O)N=C2SC=NN12. The result is 1 (inhibitor). (2) The drug is COC(=O)[C@H]1C[C@@H]1[C@H](NC(=O)c1cc(C)nn1C)c1ccccc1. The result is 1 (inhibitor). (3) The compound is Cc1noc(C)c1-c1ccc2ncnc(N(C)C)c2c1. The result is 0 (non-inhibitor). (4) The drug is CC(C)(C)c1cc(Br)c(O)c(CN(Cc2cc(C(C)(C)C)cc(Br)c2O)C2CCCCC2)c1. The result is 0 (non-inhibitor).